Dataset: Full USPTO retrosynthesis dataset with 1.9M reactions from patents (1976-2016). Task: Predict the reactants needed to synthesize the given product. Given the product [C:53]([CH:4]([NH:14][C:15]1[CH:22]=[CH:21][C:18]([C:19]#[N:20])=[CH:17][C:16]=1[F:23])[C:3]1[CH:6]=[C:7]([O:12][CH3:13])[C:8]([O:10][CH3:11])=[CH:9][C:2]=1[F:1])#[N:54], predict the reactants needed to synthesize it. The reactants are: [F:1][C:2]1[CH:9]=[C:8]([O:10][CH3:11])[C:7]([O:12][CH3:13])=[CH:6][C:3]=1[CH:4]=O.[NH2:14][C:15]1[CH:22]=[CH:21][C:18]([C:19]#[N:20])=[CH:17][C:16]=1[F:23].C(S([O-])(=O)=O)(F)(F)F.C(S([O-])(=O)=O)(F)(F)F.C(S([O-])(=O)=O)(F)(F)F.[Yb+3].C[Si]([C:53]#[N:54])(C)C.